From a dataset of TCR-epitope binding with 47,182 pairs between 192 epitopes and 23,139 TCRs. Binary Classification. Given a T-cell receptor sequence (or CDR3 region) and an epitope sequence, predict whether binding occurs between them. (1) The epitope is RAKFKQLL. The TCR CDR3 sequence is CASSLAHNQPQHF. Result: 1 (the TCR binds to the epitope). (2) The epitope is NLVPMVATV. The TCR CDR3 sequence is CASSNLRWKGRGYTF. Result: 1 (the TCR binds to the epitope). (3) The epitope is RLRPGGKKK. The TCR CDR3 sequence is CASCPGWGSYEQYF. Result: 1 (the TCR binds to the epitope). (4) The epitope is RTLNAWVKV. The TCR CDR3 sequence is CALWKGGRENTGELFF. Result: 0 (the TCR does not bind to the epitope). (5) The epitope is FLRGRAYGL. The TCR CDR3 sequence is CASSLGLAGGGDTQYF. Result: 0 (the TCR does not bind to the epitope).